From a dataset of M1 muscarinic receptor agonist screen with 61,833 compounds. Binary Classification. Given a drug SMILES string, predict its activity (active/inactive) in a high-throughput screening assay against a specified biological target. The molecule is Clc1ccc(Sc2[nH]c3c(n2)ncnc3N)cc1. The result is 0 (inactive).